From a dataset of Catalyst prediction with 721,799 reactions and 888 catalyst types from USPTO. Predict which catalyst facilitates the given reaction. Reactant: O.[SH-].[Na+].[CH3:4][C:5]1([CH3:15])[O:9][N:8]=[C:7]([S:10]([CH2:13][CH3:14])(=O)=O)[CH2:6]1.C(=O)([O-])[O-].[K+].[K+].C(S([O-])=O)O.[Na+].BrCC1[C:31]([CH:37]([F:39])[F:38])=[N:32][N:33]([CH3:36])[C:34]=1[Cl:35]. Product: [Cl:35][C:34]1[N:33]([CH3:36])[N:32]=[C:31]([CH:37]([F:39])[F:38])[C:14]=1[CH2:13][S:10][C:7]1[CH2:6][C:5]([CH3:15])([CH3:4])[O:9][N:8]=1. The catalyst class is: 35.